This data is from Retrosynthesis with 50K atom-mapped reactions and 10 reaction types from USPTO. The task is: Predict the reactants needed to synthesize the given product. (1) Given the product O=C(O)c1ccc2c(c1)C[C@H]1[C@@H]2CCCN1C(=O)c1ccc2[nH]cnc2c1, predict the reactants needed to synthesize it. The reactants are: COC(=O)c1ccc2c(c1)[C@H]1CCCN(C(=O)c3ccc4[nH]cnc4c3)[C@H]1C2. (2) Given the product O=C(O)CNC(=O)Nc1nc2ccccc2s1, predict the reactants needed to synthesize it. The reactants are: CCOC(=O)CNC(=O)Nc1nc2ccccc2s1. (3) Given the product Cc1ccc2nn(CC(C)(C#N)NC(=S)c3ccc(C(F)(F)F)cc3)nc2c1, predict the reactants needed to synthesize it. The reactants are: Cc1ccc2nn(CC(C)(N)C#N)nc2c1.FC(F)(F)c1ccc(C(=S)Cl)cc1. (4) Given the product CCCCCCCCCCCCCCCCNc1ccc(CC(N)=O)cc1, predict the reactants needed to synthesize it. The reactants are: CCCCCCCCCCCCCCCCNc1ccc(CC(=O)Cl)cc1.N.